Dataset: Reaction yield outcomes from USPTO patents with 853,638 reactions. Task: Predict the reaction yield, written as a fraction of the theoretical maximum amount of product (1.0 means a 100% yield; for example, 0.34 means a 34% yield). (1) The reactants are [CH2:1]([O:3][C:4]([CH:6]1[CH2:11][NH:10][CH2:9][CH2:8][N:7]1[S:12]([C:15]1[CH:20]=[CH:19][C:18]([O:21][CH2:22][C:23]#[C:24][CH3:25])=[CH:17][CH:16]=1)(=[O:14])=[O:13])=[O:5])[CH3:2].C(N(CC)CC)C.[C:33](Cl)(=[O:35])[CH3:34]. The catalyst is ClCCl.CN(C1C=CN=CC=1)C.C(OCC)(=O)C. The product is [CH2:1]([O:3][C:4]([CH:6]1[CH2:11][N:10]([C:33](=[O:35])[CH3:34])[CH2:9][CH2:8][N:7]1[S:12]([C:15]1[CH:20]=[CH:19][C:18]([O:21][CH2:22][C:23]#[C:24][CH3:25])=[CH:17][CH:16]=1)(=[O:13])=[O:14])=[O:5])[CH3:2]. The yield is 0.680. (2) The reactants are [F:1][C:2]1[CH:3]=[CH:4][C:5]([NH:9][C:10]([C@@H:12]2[CH2:16][CH2:15][N:14](C([O-])=O)[N:13]2[C:20](=[O:39])[C@@H:21]([CH2:27][N:28]([CH:37]=[O:38])[O:29]CC2C=CC=CC=2)[CH2:22][CH2:23][CH2:24][CH2:25][CH3:26])=[O:11])=[N+:6]([O-:8])[CH:7]=1. The catalyst is CO.[OH-].[OH-].[Pd+2]. The product is [F:1][C:2]1[CH:3]=[CH:4][C:5]([NH:9][C:10]([C@@H:12]2[CH2:16][CH2:15][NH:14][N:13]2[C:20](=[O:39])[C@@H:21]([CH2:27][N:28]([CH:37]=[O:38])[OH:29])[CH2:22][CH2:23][CH2:24][CH2:25][CH3:26])=[O:11])=[N+:6]([O-:8])[CH:7]=1. The yield is 0.730. (3) The reactants are [NH2:1][C:2](=[O:42])[CH2:3][C:4]1[CH:41]=[CH:40][CH:39]=[CH:38][C:5]=1[CH2:6][CH2:7][C:8]1[C:13]([C:14]([F:17])([F:16])[F:15])=[CH:12][N:11]=[C:10]([NH:18][C:19]2[CH:24]=[CH:23][C:22]([CH:25]3[CH2:30][CH2:29][CH2:28][N:27](C(OC(C)(C)C)=O)[CH2:26]3)=[CH:21][CH:20]=2)[N:9]=1.FC(F)(F)C(O)=O. The catalyst is C(Cl)Cl. The product is [NH:27]1[CH2:28][CH2:29][CH2:30][CH:25]([C:22]2[CH:23]=[CH:24][C:19]([NH:18][C:10]3[N:9]=[C:8]([CH2:7][CH2:6][C:5]4[CH:38]=[CH:39][CH:40]=[CH:41][C:4]=4[CH2:3][C:2]([NH2:1])=[O:42])[C:13]([C:14]([F:17])([F:15])[F:16])=[CH:12][N:11]=3)=[CH:20][CH:21]=2)[CH2:26]1. The yield is 0.720. (4) The reactants are Cl.C(OCC)C.C([Si](C)(C)[O:12][CH2:13][C@H:14]([NH-:25])[C:15]1[CH:16]=[N:17][C:18]([O:21][CH2:22][CH2:23][CH3:24])=[CH:19][CH:20]=1)(C)(C)C. The catalyst is CO. The product is [NH2:25][C@H:14]([C:15]1[CH:16]=[N:17][C:18]([O:21][CH2:22][CH2:23][CH3:24])=[CH:19][CH:20]=1)[CH2:13][OH:12]. The yield is 0.740. (5) The reactants are [CH:1]1([CH2:4][O:5][NH:6][C:7]([C:9]2[C:25]([NH:26][C:27]3[CH:32]=[CH:31][C:30]([C:33]#[N:34])=[CH:29][C:28]=3[CH3:35])=[C:24]([F:36])[C:12]3[N:13]=[C:14](COCC[Si](C)(C)C)[NH:15][C:11]=3[CH:10]=2)=[O:8])[CH2:3][CH2:2]1.Cl.[OH-].[Na+]. The catalyst is CCO. The product is [CH:1]1([CH2:4][O:5][NH:6][C:7]([C:9]2[C:25]([NH:26][C:27]3[CH:32]=[CH:31][C:30]([C:33]#[N:34])=[CH:29][C:28]=3[CH3:35])=[C:24]([F:36])[C:12]3[N:13]=[CH:14][NH:15][C:11]=3[CH:10]=2)=[O:8])[CH2:3][CH2:2]1. The yield is 0.900.